This data is from Peptide-MHC class II binding affinity with 134,281 pairs from IEDB. The task is: Regression. Given a peptide amino acid sequence and an MHC pseudo amino acid sequence, predict their binding affinity value. This is MHC class II binding data. (1) The peptide sequence is VAPIEHIASMRRNYF. The MHC is DRB4_0101 with pseudo-sequence DRB4_0103. The binding affinity (normalized) is 0.420. (2) The peptide sequence is INEPTAAAIAYGLRR. The MHC is HLA-DQA10501-DQB10301 with pseudo-sequence HLA-DQA10501-DQB10301. The binding affinity (normalized) is 0.680. (3) The peptide sequence is RSWVTAGEIHAVPFG. The MHC is DRB5_0101 with pseudo-sequence DRB5_0101. The binding affinity (normalized) is 0.592. (4) The peptide sequence is MIVDTISDFRAAIAN. The MHC is HLA-DQA10102-DQB10602 with pseudo-sequence HLA-DQA10102-DQB10602. The binding affinity (normalized) is 0.445. (5) The peptide sequence is HVRQSEYTNWEVGIS. The MHC is DRB1_0101 with pseudo-sequence DRB1_0101. The binding affinity (normalized) is 0.336. (6) The peptide sequence is GKNLVFSPGRKNGSF. The MHC is DRB1_1301 with pseudo-sequence DRB1_1301. The binding affinity (normalized) is 0.808. (7) The peptide sequence is TYGDKWLDAKSTWYG. The MHC is HLA-DQA10201-DQB10202 with pseudo-sequence HLA-DQA10201-DQB10202. The binding affinity (normalized) is 0.0532.